This data is from Reaction yield outcomes from USPTO patents with 853,638 reactions. The task is: Predict the reaction yield, written as a fraction of the theoretical maximum amount of product (1.0 means a 100% yield; for example, 0.34 means a 34% yield). (1) The product is [C:1]1([N:7]2[C:15]3[CH:14]=[CH:13][NH:12][CH2:11][C:10]=3[N:9]=[CH:8]2)[CH:2]=[CH:3][CH:4]=[CH:5][CH:6]=1. The catalyst is CC(O)=O. The reactants are [C:1]1([N:7]2[C:15]3[CH:14]=[CH:13][N:12]=[CH:11][C:10]=3[N:9]=[CH:8]2)[CH:6]=[CH:5][CH:4]=[CH:3][CH:2]=1. The yield is 0.170. (2) The reactants are [O:1]([C:8]1[CH:14]=[CH:13][CH:12]=[CH:11][C:9]=1[NH2:10])[C:2]1[CH:7]=[CH:6][CH:5]=[CH:4][CH:3]=1.[CH3:15][C:16]([CH3:18])=O.C(O)(=O)C.C(O[BH-](OC(=O)C)OC(=O)C)(=O)C.[Na+]. The catalyst is ClC(Cl)C. The product is [CH:16]([NH:10][C:9]1[CH:11]=[CH:12][CH:13]=[CH:14][C:8]=1[O:1][C:2]1[CH:3]=[CH:4][CH:5]=[CH:6][CH:7]=1)([CH3:18])[CH3:15]. The yield is 0.910.